From a dataset of Full USPTO retrosynthesis dataset with 1.9M reactions from patents (1976-2016). Predict the reactants needed to synthesize the given product. (1) Given the product [F:39][C:40]([F:45])([F:44])[C:41]([OH:43])=[O:42].[OH:21][C:16]1[CH:17]=[CH:18][C:13]2[C:14](=[CH:19][CH:20]=[C:11]3[C:12]=2[CH:22]([C:23]2[CH:28]=[CH:27][C:26]([O:29][CH2:30][CH2:31][N:32]4[CH2:37][CH2:36][CH2:35][CH2:34][CH2:33]4)=[CH:25][CH:24]=2)[O:38][C:2]2[C:3]3=[CH:4][C:40]([C:41]([OH:43])=[O:42])=[CH:46][CH:10]=2)[CH:15]=1, predict the reactants needed to synthesize it. The reactants are: O[C:2]1[CH:10]=CC(C(O)=O)=[CH:4][C:3]=1[C:11]1[CH:20]=[CH:19][C:18]2[C:13](=[CH:14][CH:15]=[C:16]([OH:21])[CH:17]=2)[C:12]=1[C:22](=[O:38])[C:23]1[CH:28]=[CH:27][C:26]([O:29][CH2:30][CH2:31][N:32]2[CH2:37][CH2:36][CH2:35][CH2:34][CH2:33]2)=[CH:25][CH:24]=1.[F:39][C:40]([F:45])([F:44])[C:41]([OH:43])=[O:42].[CH2:46]([SiH](CC)CC)C. (2) Given the product [ClH:1].[NH2:2][CH2:3][C:4](=[O:10])[CH2:5][CH2:6][C:7]([O:9][CH2:11][CH2:12][CH2:13][CH2:14][CH2:15][CH3:16])=[O:8], predict the reactants needed to synthesize it. The reactants are: [ClH:1].[NH2:2][CH2:3][C:4](=[O:10])[CH2:5][CH2:6][C:7]([OH:9])=[O:8].[CH2:11](O)[CH2:12][CH2:13][CH2:14][CH2:15][CH3:16]. (3) The reactants are: [F:1][C:2]([F:43])([C:34]1[CH:39]=[CH:38][CH:37]=[C:36]([N+:40]([O-:42])=[O:41])[CH:35]=1)[C:3]1[C:4]2[CH:25]=[CH:24][N:23]([CH2:26][O:27][CH2:28][CH2:29][Si:30]([CH3:33])([CH3:32])[CH3:31])[C:5]=2[N:6]=[C:7]([NH:9][C:10]2[CH:15]=[CH:14][C:13]([N:16]3[CH2:21][CH2:20][N:19]([CH3:22])[CH2:18][CH2:17]3)=[CH:12][CH:11]=2)[N:8]=1.ClC1N=C(C(F)(F)C2C=CC=C([N+]([O-])=O)C=2)C2C=CN([CH2:54][O:55]CC[Si](C)(C)C)C=2N=1.COC1C=C(C=CC=1N1CCN(C)CC1)N. Given the product [F:43][C:2]([F:1])([C:34]1[CH:39]=[CH:38][CH:37]=[C:36]([N+:40]([O-:42])=[O:41])[CH:35]=1)[C:3]1[C:4]2[CH:25]=[CH:24][N:23]([CH2:26][O:27][CH2:28][CH2:29][Si:30]([CH3:33])([CH3:32])[CH3:31])[C:5]=2[N:6]=[C:7]([NH:9][C:10]2[CH:11]=[CH:12][C:13]([N:16]3[CH2:17][CH2:18][N:19]([CH3:22])[CH2:20][CH2:21]3)=[CH:14][C:15]=2[O:55][CH3:54])[N:8]=1, predict the reactants needed to synthesize it. (4) The reactants are: [CH3:1][O:2][C:3]([C:5]1[CH:6]=[C:7]2[C:11](=[CH:12][CH:13]=1)[NH:10][N:9]=[CH:8]2)=[O:4].I[C:15]1[CH:20]=[CH:19][C:18]([CH3:21])=[CH:17][CH:16]=1.CN[C@@H]1CCCC[C@H]1NC.P([O-])([O-])([O-])=O.[K+].[K+].[K+]. Given the product [CH3:21][C:18]1[CH:19]=[CH:20][C:15]([N:10]2[C:11]3[C:7](=[CH:6][C:5]([C:3]([O:2][CH3:1])=[O:4])=[CH:13][CH:12]=3)[CH:8]=[N:9]2)=[CH:16][CH:17]=1, predict the reactants needed to synthesize it. (5) Given the product [Cl:1][C:2]1[CH:3]=[CH:4][C:5]2[N:6]([C:8]([CH2:11][C:12]3[CH:23]=[CH:22][C:15]4[N:16]=[C:17]([NH:24][C@@H:25]5[CH2:30][CH2:29][CH2:28][CH2:27][C@H:26]5[OH:31])[S:18][C:14]=4[CH:13]=3)=[CH:9][N:10]=2)[N:7]=1, predict the reactants needed to synthesize it. The reactants are: [Cl:1][C:2]1[CH:3]=[CH:4][C:5]2[N:6]([C:8]([CH2:11][C:12]3[CH:23]=[CH:22][C:15]4[N:16]=[C:17](S(C)=O)[S:18][C:14]=4[CH:13]=3)=[CH:9][N:10]=2)[N:7]=1.[NH2:24][C@@H:25]1[CH2:30][CH2:29][CH2:28][CH2:27][C@H:26]1[OH:31].CCN(C(C)C)C(C)C.O. (6) Given the product [N:34]1([CH2:30][C:28]2[C:27]([CH3:32])=[N:26][N:25]([C:23]3[CH:22]=[CH:21][N:20]=[C:19]([NH:18][C:4]4[C:3]([O:2][CH3:1])=[CH:8][C:7]([C:9]5[CH:14]=[CH:13][CH:12]=[CH:11][CH:10]=5)=[C:6]([NH:15][C:3](=[O:2])[CH:8]=[CH2:7])[CH:5]=4)[N:24]=3)[CH:29]=2)[CH2:37][CH2:36][CH2:35]1, predict the reactants needed to synthesize it. The reactants are: [CH3:1][O:2][C:3]1[C:4]([NH:18][C:19]2[N:24]=[C:23]([N:25]3[CH:29]=[C:28]([CH:30]=O)[C:27]([CH3:32])=[N:26]3)[CH:22]=[CH:21][N:20]=2)=[CH:5][C:6]([N+:15]([O-])=O)=[C:7]([C:9]2[CH:14]=[CH:13][CH:12]=[CH:11][CH:10]=2)[CH:8]=1.Cl.[NH:34]1[CH2:37][CH2:36][CH2:35]1. (7) Given the product [CH2:2]([O:9][C:10]1[CH:19]=[C:18]2[C:13]([C:14]([O:9][C:10]3[CH:19]=[CH:18][CH:13]=[CH:12][CH:11]=3)=[N:15][CH:16]=[N:17]2)=[CH:12][C:11]=1[O:21][CH3:22])[C:3]1[CH:8]=[CH:7][CH:6]=[CH:5][CH:4]=1, predict the reactants needed to synthesize it. The reactants are: Cl.[CH2:2]([O:9][C:10]1[CH:19]=[C:18]2[C:13]([C:14](Cl)=[N:15][CH:16]=[N:17]2)=[CH:12][C:11]=1[O:21][CH3:22])[C:3]1[CH:8]=[CH:7][CH:6]=[CH:5][CH:4]=1.